This data is from Catalyst prediction with 721,799 reactions and 888 catalyst types from USPTO. The task is: Predict which catalyst facilitates the given reaction. (1) Reactant: Cl[C:2]1[CH:7]=[C:6]([CH:8]([S:17][C:18]2[CH:23]=[CH:22][C:21]([Cl:24])=[CH:20][CH:19]=2)[C:9]2[CH:14]=[C:13]([F:15])[CH:12]=[CH:11][C:10]=2[F:16])[C:5]([Cl:25])=[CH:4][N:3]=1.[N:26]1[CH:31]=[CH:30][CH:29]=[CH:28][C:27]=1[CH2:32][CH2:33][NH2:34]. Product: [Cl:25][C:5]1[C:6]([CH:8]([S:17][C:18]2[CH:19]=[CH:20][C:21]([Cl:24])=[CH:22][CH:23]=2)[C:9]2[CH:14]=[C:13]([F:15])[CH:12]=[CH:11][C:10]=2[F:16])=[CH:7][C:2]([NH:34][CH2:33][CH2:32][C:27]2[CH:28]=[CH:29][CH:30]=[CH:31][N:26]=2)=[N:3][CH:4]=1. The catalyst class is: 12. (2) Reactant: [C:1]1([Bi:7](C2C=CC=CC=2)[C:8]2[CH:13]=[CH:12][CH:11]=[CH:10][CH:9]=2)[CH:6]=[CH:5][CH:4]=[CH:3][CH:2]=1.[Br:20][Bi](Br)Br. Product: [C:1]1([Bi:7]([Br:20])[C:8]2[CH:13]=[CH:12][CH:11]=[CH:10][CH:9]=2)[CH:6]=[CH:5][CH:4]=[CH:3][CH:2]=1. The catalyst class is: 1. (3) Reactant: [CH3:1][Mg]Br.[CH2:4]([N:7]1[C:11]2=[C:12]([CH:16]=[N:17][C:18]3[CH:23]=[CH:22][C:21]([F:24])=[CH:20][CH:19]=3)[N:13]=[CH:14][CH:15]=[C:10]2[C:9]([CH3:25])=[C:8]1[CH3:26])[CH:5]=[CH2:6].[Cl-:27].[NH4+]. Product: [ClH:27].[CH2:4]([N:7]1[C:11]2=[C:12]([CH:16]([NH:17][C:18]3[CH:19]=[CH:20][C:21]([F:24])=[CH:22][CH:23]=3)[CH3:1])[N:13]=[CH:14][CH:15]=[C:10]2[C:9]([CH3:25])=[C:8]1[CH3:26])[CH:5]=[CH2:6]. The catalyst class is: 27. (4) Reactant: [CH3:1][O:2][CH2:3][CH2:4][O:5][CH2:6][C:7]1[CH:12]=[CH:11][C:10]([O:13][C:14]2[CH:19]=[CH:18][C:17]([N+:20]([O-])=O)=[C:16]([O:23][CH:24]3[CH2:29][CH2:28][O:27][CH2:26][CH2:25]3)[CH:15]=2)=[CH:9][N:8]=1.[Cl-].[Ca+2].[Cl-].C(OCC)(=O)C.CCCCCC. Product: [CH3:1][O:2][CH2:3][CH2:4][O:5][CH2:6][C:7]1[N:8]=[CH:9][C:10]([O:13][C:14]2[CH:19]=[CH:18][C:17]([NH2:20])=[C:16]([O:23][CH:24]3[CH2:25][CH2:26][O:27][CH2:28][CH2:29]3)[CH:15]=2)=[CH:11][CH:12]=1. The catalyst class is: 190. (5) Reactant: C1C[C@H](C(O)=O)CC[C@H]1CN.[CH3:12][CH:13]([CH3:33])[C:14]([O:16][C@H:17]([CH3:32])[O:18][C:19]([NH:21][CH2:22][C@H:23]1[CH2:28][CH2:27][C@H:26]([C:29]([OH:31])=[O:30])[CH2:25][CH2:24]1)=[O:20])=[O:15].C(=O)(O)[O-].[Na+:38].C(#N)C. Product: [CH3:12][CH:13]([CH3:33])[C:14]([O:16][C@@H:17]([O:18][C:19]([NH:21][CH2:22][C@H:23]1[CH2:24][CH2:25][C@H:26]([C:29]([O-:31])=[O:30])[CH2:27][CH2:28]1)=[O:20])[CH3:32])=[O:15].[Na+:38]. The catalyst class is: 6. (6) Reactant: [H-].[Na+].Cl[CH2:4][CH2:5][O:6][C:7]1[CH:12]=[C:11]([C:13]([NH:15][CH2:16][CH3:17])=[O:14])[CH:10]=[CH:9][C:8]=1[N:18]1[CH:22]=[C:21]([C:23]([NH:25][CH:26]2[CH2:28][CH2:27]2)=[O:24])[N:20]=[N:19]1.O. Product: [CH:26]1([NH:25][C:23]([C:21]2[N:20]=[N:19][N:18]([C:8]3[CH:9]=[CH:10][C:11]([C:13]([NH:15][CH2:16][CH3:17])=[O:14])=[CH:12][C:7]=3[O:6][CH:5]=[CH2:4])[CH:22]=2)=[O:24])[CH2:28][CH2:27]1. The catalyst class is: 3. (7) Reactant: [OH:1][C:2]1[CH:7]=[C:6]([OH:8])[CH:5]=[CH:4][C:3]=1[CH:9]1[CH2:14][CH2:13][C:12](=O)[CH2:11][CH2:10]1.C(O)C.Cl.[NH2:20][OH:21]. Product: [OH:1][C:2]1[CH:7]=[C:6]([OH:8])[CH:5]=[CH:4][C:3]=1[CH:9]1[CH2:14][CH2:13][C:12](=[N:20][OH:21])[CH2:11][CH2:10]1. The catalyst class is: 66.